From a dataset of Peptide-MHC class I binding affinity with 185,985 pairs from IEDB/IMGT. Regression. Given a peptide amino acid sequence and an MHC pseudo amino acid sequence, predict their binding affinity value. This is MHC class I binding data. (1) The peptide sequence is YYLEKANKI. The MHC is HLA-A03:01 with pseudo-sequence HLA-A03:01. The binding affinity (normalized) is 0.0847. (2) The peptide sequence is KAAFDLSHFL. The MHC is HLA-A68:01 with pseudo-sequence HLA-A68:01. The binding affinity (normalized) is 0. (3) The peptide sequence is ATGPISTLW. The MHC is HLA-B58:01 with pseudo-sequence HLA-B58:01. The binding affinity (normalized) is 0.963.